Dataset: Experimentally validated miRNA-target interactions with 360,000+ pairs, plus equal number of negative samples. Task: Binary Classification. Given a miRNA mature sequence and a target amino acid sequence, predict their likelihood of interaction. (1) The miRNA is mmu-miR-3092-3p with sequence GAAUGGGGCUGUUUCCCCUCC. The protein sequence of the target gene is MSSKQEIMDDQRFRRVSKDPRFWEMPEKERKVKIDKRFRAMFHDKKFKLNYAVDKRGRPISHSTTEDLKRFYDLSDSDSDLSDEESKILSQKKAKQKKKQTKKEAKSIEKPIEEKKKETKKTDQKDSINKHDLNNSERVQKMKNSQKPQKIDSEISPKKDNEEFLQNKKKKRGTTDLSVEALPKGKLRTKDSSTSEMVKSSTMSSSKAKREKQSVVPVIMAKDNDGKMPDEDALEEDSDSASELGSDEESEDEIISDGKTSADEDESEEEDEEEEEDSEEEEEEEEEDESDSGPDLARGK.... Result: 0 (no interaction). (2) The miRNA is mmu-miR-6344 with sequence GUUUUCCUACUGUUUCCCUUUU. The protein sequence of the target gene is MADIKTGIFAKNVQKRLNRAQEKVLQKLGKADETKDEQFEEYVQNFKRQEAEGTRLQRELRGYLAAIKGMQEASMKLTESLHEVYEPDWYGREDVKMVGEKCDVLWEDFHQKLVDGSLLTLDTYLGQFPDIKNRIAKRSRKLVDYDSARHHLEALQSSKRKDESRISKAEEEFQKAQKVFEEFNVDLQEELPSLWSSRVGFYVNTFKNVSSLEAKFHKEIAVLCHKLYEVMTKLGDQHADKAFSIQGAPSDSGPLRIAKTPSPPEEPSPLPSPTASPNHTLAPASPAPVRPRSPSQTRKG.... Result: 0 (no interaction). (3) The miRNA is hsa-miR-4778-5p with sequence AAUUCUGUAAAGGAAGAAGAGG. The protein sequence of the target gene is MMSIQEKSKENSSKVTKKSDDKNSETEIQDSQKNLAKKSGPKETIKSQAKSSSESKINQPELETRMSTRSSKAASNDKATKSINKNTVTVRGYSQESTKKKLSQKKLVHENPKANEQLNRRSQRLQQLTEVSRRSLRSREIQGQVQAVKQSLPPTKKEQCSSTQSKSNKTSQKHVKRKVLEVKSDSKEDENLVINEVINSPKGKKRKVEHQTACACSSQCTQGSEKCPQKTTRRDETKPVPVTSEVKRSKMATSVVPKKNEMKKSVHTQVNTNTTLPKSPQPSVPEQSDNELEQAGKSKR.... Result: 1 (interaction). (4) The miRNA is mmu-miR-877-5p with sequence GUAGAGGAGAUGGCGCAGGG. The protein sequence of the target gene is MFRLNSLSALAELAVGSRWYHGGSQPIQIRRRLMMVAFLGASAVTASTGLLWKRAHAESPPCVDNLKSDIGDKGKNKDEGDVCNHEKKTADLAPHPEEKKKKRSGFRDRKVMEYENRIRAYSTPDKIFRYFATLKVISEPGEAEVFMTPEDFVRSITPNEKQPEHLGLDQYIIKRFDGKKISQEREKFADEGSIFYTLGECGLISFSDYIFLTTVLSTPQRNFEIAFKMFDLNGDGEVDMEEFEQVQSIIRSQTSMGMRHRDRPTTGNTLKSGLCSALTTYFFGADLKGKLTIKNFLEFQ.... Result: 0 (no interaction). (5) The miRNA is hsa-miR-520g-3p with sequence ACAAAGUGCUUCCCUUUAGAGUGU. The protein sequence of the target gene is MPPRELSEAEPPPLRAPTPPPRRRSAPPELGIKCVLVGDGAVGKSSLIVSYTCNGYPARYRPTALDTFSVQVLVDGAPVRIELWDTAGQEDFDRLRSLCYPDTDVFLACFSVVQPSSFQNITEKWLPEIRTHNPQAPVLLVGTQADLRDDVNVLIQLDQGGREGPVPQPQAQGLAEKIRACCYLECSALTQKNLKEVFDSAILSAIEHKARLEKKLNAKGVRTLSRCRWKKFFCFV. Result: 0 (no interaction). (6) The miRNA is hsa-miR-519b-3p with sequence AAAGUGCAUCCUUUUAGAGGUU. The protein sequence of the target gene is MSKGTSSDTSLGRVSRAAFPSPTAAEMAEISRIQYEMEYTEGISQRMRVPEKLKVAPPNADLEQGFQEGVPNASVIMQVPERIVVAGNNEDVSFSRPADLDLIQSTPFKPLALKTPPRVLTLSERPLDFLDLERPPTTPQNEEIRAVGRLKRERSMSENAVRQNGQLVRNDSLWHRSDSAPRNKISRFQAPISAPEYTVTPSPQQARVCPPHMLPEDGANLSSARGILSLIQSSTRRAYQQILDVLDENRRPVLRGGSAAATSNPHHDNVRYGISNIDTTIEGTSDDLTVVDAASLRRQI.... Result: 1 (interaction).